The task is: Predict the product of the given reaction.. This data is from Forward reaction prediction with 1.9M reactions from USPTO patents (1976-2016). (1) Given the reactants Cl.[I:2][C:3]1[NH:7][C:6]([C@@H:8]2[CH2:12][C@H:11]([CH3:13])[CH2:10][NH:9]2)=[N:5][C:4]=1[CH3:14].[CH3:15][O:16][C:17]([NH:19][C@@H:20]([CH:24]([CH3:26])[CH3:25])[C:21](O)=[O:22])=[O:18].CCN(C(C)C)C(C)C.CN(C(ON1N=NC2C=CC=NC1=2)=[N+](C)C)C.F[P-](F)(F)(F)(F)F, predict the reaction product. The product is: [I:2][C:3]1[NH:7][C:6]([C@@H:8]2[CH2:12][C@H:11]([CH3:13])[CH2:10][N:9]2[C:21]([C@@H:20]([NH:19][C:17](=[O:18])[O:16][CH3:15])[CH:24]([CH3:26])[CH3:25])=[O:22])=[N:5][C:4]=1[CH3:14]. (2) Given the reactants [C:1]([C:3]1[CH:11]=[CH:10][C:6]([C:7]([OH:9])=O)=[CH:5][CH:4]=1)#[N:2].CCN(C(C)C)C(C)C.CN(C(ON1N=NC2C=CC=CC1=2)=[N+](C)C)C.[B-](F)(F)(F)F.[CH:43]1([C@H:49]([NH:56][CH3:57])[CH2:50][N:51]2[CH2:54][CH:53]([OH:55])[CH2:52]2)[CH2:48][CH2:47][CH2:46][CH2:45][CH2:44]1, predict the reaction product. The product is: [C:1]([C:3]1[CH:4]=[CH:5][C:6]([C:7]([N:56]([C@@H:49]([CH:43]2[CH2:48][CH2:47][CH2:46][CH2:45][CH2:44]2)[CH2:50][N:51]2[CH2:52][CH:53]([OH:55])[CH2:54]2)[CH3:57])=[O:9])=[CH:10][CH:11]=1)#[N:2]. (3) Given the reactants [Ca+2].[CH2:2]([O:9][C:10]([N:12]1[CH2:17][CH2:16][CH:15]([CH2:18][CH2:19][C:20]([O-:22])=O)[CH2:14][CH2:13]1)=[O:11])[C:3]1[CH:8]=[CH:7][CH:6]=[CH:5][CH:4]=1.[CH2:2]([O:9][C:10]([N:12]1[CH2:17][CH2:16][CH:15]([CH2:18][CH2:19][C:20]([O-:22])=O)[CH2:14][CH2:13]1)=[O:11])[C:3]1[CH:8]=[CH:7][CH:6]=[CH:5][CH:4]=1.[NH:44]1[CH2:54][CH2:53][CH2:52][C@@H:46]([C:47]([O:49]CC)=[O:48])[CH2:45]1.OC1NN=NC=1CC1C=CC=CC=1.C1CCC(N=C=NC2CCCCC2)CC1.[OH-].[Li+], predict the reaction product. The product is: [CH2:2]([O:9][C:10]([N:12]1[CH2:13][CH2:14][CH:15]([CH2:18][CH2:19][C:20]([N:44]2[CH2:54][CH2:53][CH2:52][C@@H:46]([C:47]([OH:49])=[O:48])[CH2:45]2)=[O:22])[CH2:16][CH2:17]1)=[O:11])[C:3]1[CH:4]=[CH:5][CH:6]=[CH:7][CH:8]=1. (4) Given the reactants [CH:1]([O:4][C:5]1[CH:10]=[CH:9][C:8](Br)=[CH:7][CH:6]=1)([CH3:3])[CH3:2].CNCCNC.[O-]P([O-])([O-])=O.[K+].[K+].[K+].[CH2:26]([O:28][C:29]([C:31]1[NH:32][C:33]2[C:38]([CH:39]=1)=[CH:37][C:36]([O:40][CH2:41][C:42]1[CH:47]=[CH:46][CH:45]=[CH:44][CH:43]=1)=[CH:35][CH:34]=2)=[O:30])[CH3:27], predict the reaction product. The product is: [CH2:26]([O:28][C:29]([C:31]1[N:32]([C:8]2[CH:9]=[CH:10][C:5]([O:4][CH:1]([CH3:3])[CH3:2])=[CH:6][CH:7]=2)[C:33]2[C:38]([CH:39]=1)=[CH:37][C:36]([O:40][CH2:41][C:42]1[CH:47]=[CH:46][CH:45]=[CH:44][CH:43]=1)=[CH:35][CH:34]=2)=[O:30])[CH3:27]. (5) Given the reactants [C:1](Cl)(=[O:4])[CH:2]=[CH2:3].[NH2:6][C:7]1[CH:8]=[N:9][N:10]([CH2:37][O:38][CH2:39][CH2:40][Si:41]([CH3:44])([CH3:43])[CH3:42])[C:11]=1[C:12]1[CH:13]=[C:14]2[C:19](=[CH:20][N:21]=1)[CH2:18][N:17]([C:22]1[C:27]([F:28])=[C:26]([O:29][CH3:30])[CH:25]=[C:24]([O:31][CH3:32])[C:23]=1[F:33])[C:16](=[O:34])[C:15]12[CH2:36][CH2:35]1.C(N(CC)CC)C, predict the reaction product. The product is: [F:33][C:23]1[C:24]([O:31][CH3:32])=[CH:25][C:26]([O:29][CH3:30])=[C:27]([F:28])[C:22]=1[N:17]1[C:16](=[O:34])[C:15]2([CH2:36][CH2:35]2)[C:14]2[C:19](=[CH:20][N:21]=[C:12]([C:11]3[N:10]([CH2:37][O:38][CH2:39][CH2:40][Si:41]([CH3:42])([CH3:44])[CH3:43])[N:9]=[CH:8][C:7]=3[NH:6][C:1](=[O:4])[CH:2]=[CH2:3])[CH:13]=2)[CH2:18]1. (6) Given the reactants [CH3:1][C:2]1[CH:7]=[C:6](B2OC(C)(C)C(C)(C)O2)[CH:5]=[CH:4][C:3]=1[CH2:17][C:18]([O:20][CH3:21])=[O:19].CC([O-])=O.[K+].Cl[C:28]1[C:33]([CH3:34])=[N:32][CH:31]=[CH:30][N:29]=1, predict the reaction product. The product is: [CH3:1][C:2]1[CH:7]=[C:6]([C:28]2[C:33]([CH3:34])=[N:32][CH:31]=[CH:30][N:29]=2)[CH:5]=[CH:4][C:3]=1[CH2:17][C:18]([O:20][CH3:21])=[O:19]. (7) Given the reactants [CH3:1][C:2]1[CH:7]=[CH:6][C:5]([C:8]2[O:9][CH:10]=[CH:11][N:12]=2)=[CH:4][C:3]=1[C:13]1[CH:18]=[CH:17][C:16]([NH2:19])=[CH:15][CH:14]=1.[CH3:20][N:21]1[CH2:26][CH2:25][CH2:24][CH2:23][CH:22]1[C:27](O)=[O:28].C(Cl)CCl, predict the reaction product. The product is: [CH3:1][C:2]1[CH:7]=[CH:6][C:5]([C:8]2[O:9][CH:10]=[CH:11][N:12]=2)=[CH:4][C:3]=1[C:13]1[CH:18]=[CH:17][C:16]([NH:19][C:27]([CH:22]2[CH2:23][CH2:24][CH2:25][CH2:26][N:21]2[CH3:20])=[O:28])=[CH:15][CH:14]=1. (8) Given the reactants [F:1][C:2]1[CH:7]=[CH:6][C:5]([C:8]2[O:9][C:10]3[CH:20]=[CH:19][C:18]([C:21]4[C:22]([CH3:32])=[CH:23][C:24]([O:30][CH3:31])=[C:25]([CH:29]=4)[C:26]([OH:28])=O)=[CH:17][C:11]=3[C:12]=2[C:13](=[O:16])[NH:14][CH3:15])=[CH:4][CH:3]=1.[CH3:33][N:34]1[CH:38]=[C:37]([C:39]2([NH2:42])[CH2:41][CH2:40]2)[N:36]=[CH:35]1.CCN=C=NCCCN(C)C.Cl.C1C=CC2N(O)N=NC=2C=1, predict the reaction product. The product is: [F:1][C:2]1[CH:7]=[CH:6][C:5]([C:8]2[O:9][C:10]3[CH:20]=[CH:19][C:18]([C:21]4[CH:29]=[C:25]([C:26](=[O:28])[NH:42][C:39]5([C:37]6[N:36]=[CH:35][N:34]([CH3:33])[CH:38]=6)[CH2:41][CH2:40]5)[C:24]([O:30][CH3:31])=[CH:23][C:22]=4[CH3:32])=[CH:17][C:11]=3[C:12]=2[C:13]([NH:14][CH3:15])=[O:16])=[CH:4][CH:3]=1. (9) The product is: [F:1][CH:2]1[CH:7]([NH:20][CH3:19])[CH2:6][CH2:5][N:4]([C:9]([O:11][CH2:12][C:13]2[CH:18]=[CH:17][CH:16]=[CH:15][CH:14]=2)=[O:10])[CH2:3]1. Given the reactants [F:1][CH:2]1[C:7](=O)[CH2:6][CH2:5][N:4]([C:9]([O:11][CH2:12][C:13]2[CH:18]=[CH:17][CH:16]=[CH:15][CH:14]=2)=[O:10])[CH2:3]1.[CH3:19][NH2:20].[BH-](OC(C)=O)(OC(C)=O)OC(C)=O.[Na+], predict the reaction product. (10) Given the reactants I[C:2]1[CH:7]=[CH:6][CH:5]=[C:4]([N+:8]([O-:10])=[O:9])[CH:3]=1.C([O-])([O-])=O.[K+].[K+].[C:17]([O:21][C:22]1[CH:27]=[C:26]([CH3:28])[C:25]([Br:29])=[C:24]([CH3:30])[CH:23]=1)(=[O:20])[C:18]#[CH:19], predict the reaction product. The product is: [N+:8]([C:4]1[CH:3]=[C:2]([C:19]#[C:18][C:17]([O:21][C:22]2[CH:23]=[C:24]([CH3:30])[C:25]([Br:29])=[C:26]([CH3:28])[CH:27]=2)=[O:20])[CH:7]=[CH:6][CH:5]=1)([O-:10])=[O:9].